Dataset: Forward reaction prediction with 1.9M reactions from USPTO patents (1976-2016). Task: Predict the product of the given reaction. (1) Given the reactants [O:1]=[C:2]1[C:7]([CH2:8][C:9]2[CH:14]=[CH:13][C:12]([C:15]3[C:16]([C:21]#[N:22])=[CH:17][CH:18]=[CH:19][CH:20]=3)=[CH:11][CH:10]=2)=[C:6]([CH2:23][CH2:24][CH3:25])[N:5]2[N:26]=[CH:27][N:28]=[C:4]2[N:3]1[CH:29]1[CH2:34][CH2:33][C:32](=[O:35])[CH2:31][CH2:30]1.[CH3:36][C:37](O)([CH3:40])[CH2:38][OH:39], predict the reaction product. The product is: [CH3:36][C:37]1([CH3:40])[CH2:38][O:39][C:32]2([CH2:31][CH2:30][CH:29]([N:3]3[C:2](=[O:1])[C:7]([CH2:8][C:9]4[CH:10]=[CH:11][C:12]([C:15]5[C:16]([C:21]#[N:22])=[CH:17][CH:18]=[CH:19][CH:20]=5)=[CH:13][CH:14]=4)=[C:6]([CH2:23][CH2:24][CH3:25])[N:5]4[N:26]=[CH:27][N:28]=[C:4]34)[CH2:34][CH2:33]2)[O:35]1. (2) Given the reactants [N+:1]([C:4]1[CH:11]=[CH:10][C:7]([CH:8]=O)=[CH:6][CH:5]=1)([O-:3])=[O:2].[CH2:12]([O:14][C:15](=[O:36])[CH:16]=P(C1C=CC=CC=1)(C1C=CC=CC=1)C1C=CC=CC=1)[CH3:13], predict the reaction product. The product is: [CH2:12]([O:14][C:15](=[O:36])[CH:16]=[CH:8][C:7]1[CH:10]=[CH:11][C:4]([N+:1]([O-:3])=[O:2])=[CH:5][CH:6]=1)[CH3:13]. (3) Given the reactants [Cl:1][C:2]1[N:3]=[C:4]([C:9]([NH:11][C@H:12]2[CH2:17][CH2:16][N:15]([C:18]3[S:19][C:20]([C:24]([O:26]CC)=[O:25])=[C:21]([CH3:23])[N:22]=3)[CH2:14][C@H:13]2[O:29][CH2:30][CH:31]([F:33])[F:32])=[O:10])[NH:5][C:6]=1[CH2:7][CH3:8].[OH-].[Li+].CO, predict the reaction product. The product is: [Cl:1][C:2]1[N:3]=[C:4]([C:9]([NH:11][C@H:12]2[CH2:17][CH2:16][N:15]([C:18]3[S:19][C:20]([C:24]([OH:26])=[O:25])=[C:21]([CH3:23])[N:22]=3)[CH2:14][C@H:13]2[O:29][CH2:30][CH:31]([F:33])[F:32])=[O:10])[NH:5][C:6]=1[CH2:7][CH3:8].